This data is from Forward reaction prediction with 1.9M reactions from USPTO patents (1976-2016). The task is: Predict the product of the given reaction. (1) Given the reactants [Br:1]Br.[CH3:3][N:4]1[C:11](=[O:12])[CH2:10][CH2:9][NH:8][C:7]2[N:13]=[CH:14][CH:15]=[CH:16][C:6]=2[CH2:5]1.C(OCC)C, predict the reaction product. The product is: [Br:1][C:15]1[CH:14]=[N:13][C:7]2[NH:8][CH2:9][CH2:10][C:11](=[O:12])[N:4]([CH3:3])[CH2:5][C:6]=2[CH:16]=1. (2) Given the reactants C(OC([N:8]1[CH2:13][CH2:12][CH2:11][C@H:10]([C:14]([OH:16])=[O:15])[CH2:9]1)=O)(C)(C)C.C(Cl)[Cl:18], predict the reaction product. The product is: [ClH:18].[NH:8]1[CH2:13][CH2:12][CH2:11][C@H:10]([C:14]([OH:16])=[O:15])[CH2:9]1. (3) Given the reactants [CH:1]1([CH2:6][C:7]([NH:9][C@H:10]([C:12]([OH:14])=O)[CH3:11])=[O:8])[CH2:5][CH2:4][CH2:3][CH2:2]1.[NH2:15][CH:16]1[C:25]2[C:20](=[CH:21][CH:22]=[CH:23][CH:24]=2)[C:19]([CH3:27])([CH3:26])[O:18][C:17]1=[O:28], predict the reaction product. The product is: [CH:1]1([CH2:6][C:7]([NH:9][C@H:10]([C:12]([NH:15][CH:16]2[C:25]3[C:20](=[CH:21][CH:22]=[CH:23][CH:24]=3)[C:19]([CH3:26])([CH3:27])[O:18][C:17]2=[O:28])=[O:14])[CH3:11])=[O:8])[CH2:2][CH2:3][CH2:4][CH2:5]1. (4) Given the reactants [Cl:1][C:2]1[C:3]([F:24])=[C:4]([NH:9][C:10]2[C:19]3[C:14](=[CH:15][C:16](F)=[C:17]([N+:20]([O-:22])=[O:21])[CH:18]=3)[N:13]=[CH:12][N:11]=2)[CH:5]=[CH:6][C:7]=1[Cl:8].C[Si](C)(C)[O-].[K+].[O:31]1[CH2:35][CH2:34][C@H:33]([OH:36])[CH2:32]1.Cl, predict the reaction product. The product is: [Cl:1][C:2]1[C:3]([F:24])=[C:4]([NH:9][C:10]2[C:19]3[C:14](=[CH:15][C:16]([O:36][C@H:33]4[CH2:34][CH2:35][O:31][CH2:32]4)=[C:17]([N+:20]([O-:22])=[O:21])[CH:18]=3)[N:13]=[CH:12][N:11]=2)[CH:5]=[CH:6][C:7]=1[Cl:8]. (5) The product is: [NH2:23][C:21](=[O:22])[CH2:20][NH:19][C:5](=[O:7])[C@H:4]([CH2:1][CH2:2][CH3:3])[CH2:8][C:9]#[C:10][CH3:11]. Given the reactants [CH2:1]([C@H:4]([CH2:8][C:9]#[C:10][CH3:11])[C:5]([OH:7])=O)[CH2:2][CH3:3].C(Cl)(=O)C(Cl)=O.Cl.[NH2:19][CH2:20][C:21]([NH2:23])=[O:22].Cl, predict the reaction product. (6) Given the reactants [Cl:1][C:2]1[CH:10]=[CH:9][C:5]([C:6]([NH2:8])=O)=[C:4]([O:11][CH2:12][C:13]([F:16])([F:15])[F:14])[N:3]=1.N1C=CC=CC=1.O=P(Cl)(Cl)Cl.[OH-].[Na+], predict the reaction product. The product is: [Cl:1][C:2]1[CH:10]=[CH:9][C:5]([C:6]#[N:8])=[C:4]([O:11][CH2:12][C:13]([F:14])([F:16])[F:15])[N:3]=1. (7) The product is: [CH2:1]([N:3]1[CH:7]=[C:6]([I:14])[C:5]([C:8]2[S:9][CH:10]=[C:11]([CH3:13])[CH:12]=2)=[N:4]1)[CH3:2]. Given the reactants [CH2:1]([N:3]1[CH:7]=[CH:6][C:5]([C:8]2[S:9][CH:10]=[C:11]([CH3:13])[CH:12]=2)=[N:4]1)[CH3:2].[I:14]N1C(=O)CCC1=O.S([O-])([O-])(=O)=S.[Na+].[Na+].C(=O)([O-])[O-].[Na+].[Na+], predict the reaction product.